Dataset: Reaction yield outcomes from USPTO patents with 853,638 reactions. Task: Predict the reaction yield, written as a fraction of the theoretical maximum amount of product (1.0 means a 100% yield; for example, 0.34 means a 34% yield). (1) The reactants are [CH3:1][O:2][C:3](=[O:12])[C:4]1[CH:9]=[CH:8][C:7]([Br:10])=[C:6]([CH3:11])[CH:5]=1.CC([O:16][C:17]([CH3:19])=[O:18])=O.OS(O)(=O)=O.O.[CH3:26][C:27]([OH:29])=[O:28]. No catalyst specified. The product is [C:27]([O:29][CH:11]([O:16][C:17](=[O:18])[CH3:19])[C:6]1[CH:5]=[C:4]([C:3]([O:2][CH3:1])=[O:12])[CH:9]=[CH:8][C:7]=1[Br:10])(=[O:28])[CH3:26]. The yield is 0.600. (2) The reactants are Br[C:2]1[CH:10]=[C:9]2[C:5]([CH2:6][CH2:7][NH:8]2)=[CH:4][CH:3]=1.[CH3:11][N:12]1[CH:16]=[C:15](B2OC(C)(C)C(C)(C)O2)[CH:14]=[N:13]1.C([O-])([O-])=O.[Na+].[Na+]. The catalyst is O1CCOCC1.O.C1C=CC(P(C2C=CC=CC=2)[C-]2C=CC=C2)=CC=1.C1C=CC(P(C2C=CC=CC=2)[C-]2C=CC=C2)=CC=1.Cl[Pd]Cl.[Fe+2]. The product is [CH3:11][N:12]1[CH:16]=[C:15]([C:2]2[CH:10]=[C:9]3[C:5]([CH2:6][CH2:7][NH:8]3)=[CH:4][CH:3]=2)[CH:14]=[N:13]1. The yield is 0.360.